Dataset: Forward reaction prediction with 1.9M reactions from USPTO patents (1976-2016). Task: Predict the product of the given reaction. (1) Given the reactants [C:1]1([C:6]2[C:7]3[CH:14]=[CH:13][NH:12][C:8]=3[N:9]=[CH:10][N:11]=2)[CH2:5][CH2:4][CH2:3][CH:2]=1, predict the reaction product. The product is: [CH:1]1([C:6]2[C:7]3[CH:14]=[CH:13][NH:12][C:8]=3[N:9]=[CH:10][N:11]=2)[CH2:2][CH2:3][CH2:4][CH2:5]1. (2) Given the reactants [CH:1]1([C@@:7]([C:27]([OH:29])=[O:28])([CH3:26])[NH:8][C:9]([O:11][CH2:12][CH:13]2[C:25]3[CH:24]=[CH:23][CH:22]=[CH:21][C:20]=3[C:19]3[C:14]2=[CH:15][CH:16]=[CH:17][CH:18]=3)=[O:10])[CH2:6][CH2:5][CH2:4][CH2:3][CH2:2]1.[CH3:30][Si](C=[N+]=[N-])(C)C, predict the reaction product. The product is: [CH:1]1([C@@:7]([C:27]([O:29][CH3:30])=[O:28])([CH3:26])[NH:8][C:9]([O:11][CH2:12][CH:13]2[C:14]3[CH:15]=[CH:16][CH:17]=[CH:18][C:19]=3[C:20]3[C:25]2=[CH:24][CH:23]=[CH:22][CH:21]=3)=[O:10])[CH2:6][CH2:5][CH2:4][CH2:3][CH2:2]1. (3) Given the reactants C([Sn](CCCC)(CCCC)[C:6]1[N:10]2[CH:11]=[CH:12][C:13]([C:15]([F:18])([F:17])[F:16])=[N:14][C:9]2=[N:8][CH:7]=1)CCC.Br[C:28]1[N:33]=[C:32]([C:34]2[CH:41]=[C:40]([F:42])[CH:39]=[CH:38][C:35]=2[C:36]#[N:37])[CH:31]=[CH:30][CH:29]=1, predict the reaction product. The product is: [F:42][C:40]1[CH:39]=[CH:38][C:35]([C:36]#[N:37])=[C:34]([C:32]2[CH:31]=[CH:30][CH:29]=[C:28]([C:6]3[N:10]4[CH:11]=[CH:12][C:13]([C:15]([F:16])([F:17])[F:18])=[N:14][C:9]4=[N:8][CH:7]=3)[N:33]=2)[CH:41]=1. (4) The product is: [NH2:8][C:9]1[S:13][C:12]([C:14]2[C:15]([F:21])=[CH:16][CH:17]=[CH:18][C:19]=2[F:20])=[N:11][C:10]=1[C:22]([NH:25][C:26]1[CH:27]=[N:28][CH:29]=[CH:30][C:31]=1[N:32]1[CH2:37][CH2:36][NH:35][CH2:34][CH2:33]1)=[O:24]. Given the reactants C(OC([NH:8][C:9]1[S:13][C:12]([C:14]2[C:19]([F:20])=[CH:18][CH:17]=[CH:16][C:15]=2[F:21])=[N:11][C:10]=1[C:22]([OH:24])=O)=O)(C)(C)C.[NH2:25][C:26]1[CH:27]=[N:28][CH:29]=[CH:30][C:31]=1[N:32]1[CH2:37][CH2:36][N:35](C(OC(C)(C)C)=O)[CH2:34][CH2:33]1, predict the reaction product.